This data is from Reaction yield outcomes from USPTO patents with 853,638 reactions. The task is: Predict the reaction yield, written as a fraction of the theoretical maximum amount of product (1.0 means a 100% yield; for example, 0.34 means a 34% yield). The reactants are [CH2:1]([Li])CCC.[N+:6]([CH3:9])([O-])=O.C([O:14][C:15](=[O:25])[CH2:16][CH:17]([CH2:21][CH:22]([CH3:24])C)[C:18](O)=O)(C)(C)C. The catalyst is C1COCC1.CN(P(N(C)C)(N(C)C)=O)C. The product is [CH2:24]1[CH2:1][CH2:18][C:17]([CH2:9][NH2:6])([CH2:16][C:15]([OH:14])=[O:25])[CH2:21][CH2:22]1. The yield is 0.430.